Task: Predict the product of the given reaction.. Dataset: Forward reaction prediction with 1.9M reactions from USPTO patents (1976-2016) The product is: [CH:1]1([CH2:4][N:5]2[CH:9]=[C:8]([CH:10]([OH:11])[C:19]([F:21])([F:20])[F:18])[N:7]=[CH:6]2)[CH2:2][CH2:3]1. Given the reactants [CH:1]1([CH2:4][N:5]2[CH:9]=[C:8]([CH:10]=[O:11])[N:7]=[CH:6]2)[CH2:3][CH2:2]1.C(=O)([O-])[O-].[K+].[K+].[F:18][C:19]([Si](C)(C)C)([F:21])[F:20], predict the reaction product.